From a dataset of Reaction yield outcomes from USPTO patents with 853,638 reactions. Predict the reaction yield, written as a fraction of the theoretical maximum amount of product (1.0 means a 100% yield; for example, 0.34 means a 34% yield). The reactants are C[Si]([N-][Si](C)(C)C)(C)C.[Na+].[O:11]1[CH2:15][CH2:14][O:13][CH:12]1[C:16]1[CH:17]=[CH:18][C:19]([O:36][C:37]([F:40])([F:39])[F:38])=[C:20]([C:22]2[CH:31]=[C:30]3[C:25]([C:26]([CH3:34])([CH3:33])[CH2:27][CH2:28][C:29]3=[O:32])=[CH:24][C:23]=2[CH3:35])[CH:21]=1.C1C=CC(N([S:48]([C:51]([F:54])([F:53])[F:52])(=[O:50])=[O:49])[S:48]([C:51]([F:54])([F:53])[F:52])(=[O:50])=[O:49])=CC=1. The catalyst is C1COCC1. The product is [O:11]1[CH2:15][CH2:14][O:13][CH:12]1[C:16]1[CH:17]=[CH:18][C:19]([O:36][C:37]([F:38])([F:39])[F:40])=[C:20]([C:22]2[CH:31]=[C:30]3[C:25]([C:26]([CH3:34])([CH3:33])[CH2:27][CH:28]=[C:29]3[O:32][S:48]([C:51]([F:54])([F:53])[F:52])(=[O:50])=[O:49])=[CH:24][C:23]=2[CH3:35])[CH:21]=1. The yield is 0.910.